This data is from Full USPTO retrosynthesis dataset with 1.9M reactions from patents (1976-2016). The task is: Predict the reactants needed to synthesize the given product. The reactants are: N1C2C(=CC(N[C:12]([NH:14]C3C=CC(OC4C=CN=C(C5SC(=S)NN=5)C=4)=CC=3)=[O:13])=CC=2)C=CC=1.[Cl:34][C:35]1[CH:40]=[CH:39][C:38]([NH:41][C:42]([NH:44][C:45]2[CH:60]=[CH:59][C:48]([O:49][C:50]3[CH:55]=[CH:54][N:53]=[C:52]([C:56](=S)[NH2:57])[CH:51]=3)=[CH:47][CH:46]=2)=[O:43])=[CH:37][C:36]=1[C:61]([F:64])([F:63])[F:62].N1C2C(=CC(NC(NC3C=CC(OC4C=CN=C(C(=S)N)C=4)=CC=3)=[O:77])=CC=2)C=CC=1.C(=S)=S. Given the product [Cl:34][C:35]1[CH:40]=[CH:39][C:38]([NH:41][C:42]([NH:44][C:45]2[CH:60]=[CH:59][C:48]([O:49][C:50]3[CH:55]=[CH:54][N:53]=[C:52]([C:56]4[O:13][C:12](=[O:77])[NH:14][N:57]=4)[CH:51]=3)=[CH:47][CH:46]=2)=[O:43])=[CH:37][C:36]=1[C:61]([F:64])([F:63])[F:62], predict the reactants needed to synthesize it.